This data is from Full USPTO retrosynthesis dataset with 1.9M reactions from patents (1976-2016). The task is: Predict the reactants needed to synthesize the given product. (1) Given the product [CH3:1][N:2]([CH3:3])[C:15](=[O:16])[CH2:14][CH2:13][CH:12]([NH:11][C:9](=[O:10])[O:8][C:5]([CH3:7])([CH3:6])[CH3:4])[C:18]1[CH:23]=[CH:22][CH:21]=[C:20]([CH3:24])[CH:19]=1, predict the reactants needed to synthesize it. The reactants are: [CH3:1][NH:2][CH3:3].[CH3:4][C:5]([O:8][C:9]([NH:11][CH:12]([C:18]1[CH:23]=[CH:22][CH:21]=[C:20]([CH3:24])[CH:19]=1)[CH2:13][CH2:14][C:15](O)=[O:16])=[O:10])([CH3:7])[CH3:6].C1C=CC2N(O)N=NC=2C=1.CCN(C(C)C)C(C)C. (2) Given the product [CH:26]1[C:27]2[C:32](=[CH:31][CH:30]=[CH:29][CH:28]=2)[CH:33]=[CH:34][C:25]=1[CH2:24][O:23][CH:11]1[CH:10]([C:7]2[CH:8]=[CH:9][C:4]([CH2:3][CH2:2][O:1][C:40]([C:37]3[CH:38]=[CH:39][S:35][CH:36]=3)=[O:41])=[CH:5][CH:6]=2)[CH2:15][CH2:14][N:13]([C:16]([O:18][C:19]([CH3:22])([CH3:20])[CH3:21])=[O:17])[CH2:12]1, predict the reactants needed to synthesize it. The reactants are: [OH:1][CH2:2][CH2:3][C:4]1[CH:9]=[CH:8][C:7]([CH:10]2[CH2:15][CH2:14][N:13]([C:16]([O:18][C:19]([CH3:22])([CH3:21])[CH3:20])=[O:17])[CH2:12][CH:11]2[O:23][CH2:24][C:25]2[CH:34]=[CH:33][C:32]3[C:27](=[CH:28][CH:29]=[CH:30][CH:31]=3)[CH:26]=2)=[CH:6][CH:5]=1.[S:35]1[CH:39]=[CH:38][C:37]([C:40](O)=[O:41])=[CH:36]1. (3) Given the product [CH:16]1([C:21]2[CH:22]=[C:9]([CH:26]=[C:27]([OH:28])[N:29]=2)[C:10]([OH:12])=[O:11])[CH2:20][CH2:19][CH2:18][CH2:17]1, predict the reactants needed to synthesize it. The reactants are: C1COCC1.C(O[C:9](=O)[C:10]([O:12]CC)=[O:11])C.[CH:16]1([C:21](=O)[CH3:22])[CH2:20][CH2:19][CH2:18][CH2:17]1.C([CH2:26][C:27]([NH2:29])=[O:28])#N. (4) Given the product [F:1][C:2]1[CH:3]=[C:4]([N+:9]([O-:11])=[O:10])[CH:5]=[CH:6][C:7]=1[NH:15][CH2:14][CH2:12][OH:13], predict the reactants needed to synthesize it. The reactants are: [F:1][C:2]1[CH:3]=[C:4]([N+:9]([O-:11])=[O:10])[CH:5]=[CH:6][C:7]=1F.[CH2:12]([CH2:14][NH2:15])[OH:13]. (5) Given the product [CH:1]([C:4]1[CH:5]=[CH:6][C:7]([N:10]([CH2:30][CH2:31][C:32]2[CH:37]=[CH:36][C:35]([O:38][CH3:39])=[CH:34][CH:33]=2)[C:11]([CH:13]2[C:22]3[C:17](=[CH:18][CH:19]=[C:20]([O:23][CH3:24])[CH:21]=3)[CH2:16][CH2:15][CH2:14]2)=[O:12])=[CH:8][CH:9]=1)([CH3:3])[CH3:2], predict the reactants needed to synthesize it. The reactants are: [CH:1]([C:4]1[CH:9]=[CH:8][C:7]([NH:10][C:11]([CH:13]2[C:22]3[C:17](=[CH:18][CH:19]=[C:20]([O:23][CH3:24])[CH:21]=3)[CH2:16][CH2:15][CH2:14]2)=[O:12])=[CH:6][CH:5]=1)([CH3:3])[CH3:2].CS(O[CH2:30][CH2:31][C:32]1[CH:37]=[CH:36][C:35]([O:38][CH3:39])=[CH:34][CH:33]=1)(=O)=O.